Regression. Given two drug SMILES strings and cell line genomic features, predict the synergy score measuring deviation from expected non-interaction effect. From a dataset of NCI-60 drug combinations with 297,098 pairs across 59 cell lines. (1) Drug 1: CC12CCC3C(C1CCC2=O)CC(=C)C4=CC(=O)C=CC34C. Drug 2: C1=CN(C=N1)CC(O)(P(=O)(O)O)P(=O)(O)O. Cell line: EKVX. Synergy scores: CSS=1.70, Synergy_ZIP=-13.2, Synergy_Bliss=-26.4, Synergy_Loewe=-27.3, Synergy_HSA=-26.0. (2) Drug 1: CC12CCC3C(C1CCC2=O)CC(=C)C4=CC(=O)C=CC34C. Drug 2: CN1C2=C(C=C(C=C2)N(CCCl)CCCl)N=C1CCCC(=O)O.Cl. Cell line: MDA-MB-435. Synergy scores: CSS=37.6, Synergy_ZIP=2.77, Synergy_Bliss=4.61, Synergy_Loewe=-11.9, Synergy_HSA=2.07. (3) Drug 1: CC1=C2C(C(=O)C3(C(CC4C(C3C(C(C2(C)C)(CC1OC(=O)C(C(C5=CC=CC=C5)NC(=O)OC(C)(C)C)O)O)OC(=O)C6=CC=CC=C6)(CO4)OC(=O)C)OC)C)OC. Drug 2: CCC1(CC2CC(C3=C(CCN(C2)C1)C4=CC=CC=C4N3)(C5=C(C=C6C(=C5)C78CCN9C7C(C=CC9)(C(C(C8N6C=O)(C(=O)OC)O)OC(=O)C)CC)OC)C(=O)OC)O.OS(=O)(=O)O. Cell line: CCRF-CEM. Synergy scores: CSS=92.6, Synergy_ZIP=16.5, Synergy_Bliss=15.4, Synergy_Loewe=10.9, Synergy_HSA=13.8. (4) Drug 1: C1=CN(C=N1)CC(O)(P(=O)(O)O)P(=O)(O)O. Drug 2: N.N.Cl[Pt+2]Cl. Cell line: HOP-92. Synergy scores: CSS=54.8, Synergy_ZIP=-1.95, Synergy_Bliss=-3.04, Synergy_Loewe=-3.46, Synergy_HSA=-1.44. (5) Drug 1: CC1C(C(CC(O1)OC2CC(CC3=C2C(=C4C(=C3O)C(=O)C5=C(C4=O)C(=CC=C5)OC)O)(C(=O)CO)O)N)O.Cl. Drug 2: CC1C(C(CC(O1)OC2CC(CC3=C2C(=C4C(=C3O)C(=O)C5=C(C4=O)C(=CC=C5)OC)O)(C(=O)CO)O)N)O.Cl. Cell line: MDA-MB-231. Synergy scores: CSS=45.7, Synergy_ZIP=-0.708, Synergy_Bliss=0.408, Synergy_Loewe=2.15, Synergy_HSA=2.89. (6) Drug 1: C1=C(C(=O)NC(=O)N1)F. Drug 2: C1=NNC2=C1C(=O)NC=N2. Cell line: RXF 393. Synergy scores: CSS=30.6, Synergy_ZIP=-2.95, Synergy_Bliss=-2.11, Synergy_Loewe=-15.2, Synergy_HSA=-0.654. (7) Drug 1: C(CC(=O)O)C(=O)CN.Cl. Drug 2: COC1=C2C(=CC3=C1OC=C3)C=CC(=O)O2. Cell line: NCI-H226. Synergy scores: CSS=6.31, Synergy_ZIP=0.521, Synergy_Bliss=0.0957, Synergy_Loewe=-3.23, Synergy_HSA=-3.82. (8) Drug 1: C1=CN(C(=O)N=C1N)C2C(C(C(O2)CO)O)O.Cl. Drug 2: COCCOC1=C(C=C2C(=C1)C(=NC=N2)NC3=CC=CC(=C3)C#C)OCCOC.Cl. Cell line: OVCAR-8. Synergy scores: CSS=35.3, Synergy_ZIP=-1.87, Synergy_Bliss=-2.35, Synergy_Loewe=-6.41, Synergy_HSA=0.0242. (9) Drug 1: C1=C(C(=O)NC(=O)N1)N(CCCl)CCCl. Drug 2: CC1CCC2CC(C(=CC=CC=CC(CC(C(=O)C(C(C(=CC(C(=O)CC(OC(=O)C3CCCCN3C(=O)C(=O)C1(O2)O)C(C)CC4CCC(C(C4)OC)OCCO)C)C)O)OC)C)C)C)OC. Cell line: KM12. Synergy scores: CSS=14.1, Synergy_ZIP=-6.74, Synergy_Bliss=-9.08, Synergy_Loewe=-7.14, Synergy_HSA=-6.44.